This data is from CYP3A4 inhibition data for predicting drug metabolism from PubChem BioAssay. The task is: Regression/Classification. Given a drug SMILES string, predict its absorption, distribution, metabolism, or excretion properties. Task type varies by dataset: regression for continuous measurements (e.g., permeability, clearance, half-life) or binary classification for categorical outcomes (e.g., BBB penetration, CYP inhibition). Dataset: cyp3a4_veith. The drug is CN1CCCN(C)C1c1cc([N+](=O)[O-])ccc1O. The result is 0 (non-inhibitor).